Dataset: Peptide-MHC class I binding affinity with 185,985 pairs from IEDB/IMGT. Task: Regression. Given a peptide amino acid sequence and an MHC pseudo amino acid sequence, predict their binding affinity value. This is MHC class I binding data. (1) The peptide sequence is TFIDVHIPK. The MHC is HLA-A68:01 with pseudo-sequence HLA-A68:01. The binding affinity (normalized) is 0.775. (2) The peptide sequence is GIPHPAGLA. The MHC is Mamu-A2601 with pseudo-sequence Mamu-A2601. The binding affinity (normalized) is 0.112. (3) The peptide sequence is FSALPTNEF. The MHC is HLA-B15:03 with pseudo-sequence HLA-B15:03. The binding affinity (normalized) is 1.00. (4) The peptide sequence is EEVLDVCPLG. The binding affinity (normalized) is 0. The MHC is HLA-B44:02 with pseudo-sequence HLA-B44:02. (5) The peptide sequence is ITGQIIFGF. The MHC is HLA-B40:01 with pseudo-sequence HLA-B40:01. The binding affinity (normalized) is 0.0847. (6) The peptide sequence is RDKTEAILQLG. The MHC is H-2-Kb with pseudo-sequence H-2-Kb. The binding affinity (normalized) is 0.0587. (7) The peptide sequence is YTAVVPLVA. The MHC is Mamu-A02 with pseudo-sequence Mamu-A02. The binding affinity (normalized) is 0.637. (8) The peptide sequence is TEGEGRVIL. The MHC is HLA-A02:16 with pseudo-sequence HLA-A02:16. The binding affinity (normalized) is 0.0847. (9) The peptide sequence is HISCLTFGR. The MHC is HLA-A02:01 with pseudo-sequence HLA-A02:01. The binding affinity (normalized) is 0. (10) The peptide sequence is MWYWGPSLY. The MHC is HLA-A03:01 with pseudo-sequence HLA-A03:01. The binding affinity (normalized) is 0.314.